This data is from Forward reaction prediction with 1.9M reactions from USPTO patents (1976-2016). The task is: Predict the product of the given reaction. (1) Given the reactants [N:1]1[C:10]2[C:5](=[CH:6][CH:7]=[CH:8][CH:9]=2)[N:4]=[CH:3][C:2]=1[NH:11][C:12]1[O:13][C@:14]2([CH2:22][N:23]=1)[CH:19]1[CH2:20][CH2:21][N:16]([CH2:17][CH2:18]1)[CH2:15]2.ClC1C=C(C=CC=1)C(OO)=[O:29], predict the reaction product. The product is: [N:1]1[C:10]2[C:5](=[CH:6][CH:7]=[CH:8][CH:9]=2)[N:4]=[CH:3][C:2]=1[NH:11][C:12]1[O:13][C@:14]2([CH2:22][N:23]=1)[CH:19]1[CH2:18][CH2:17][N+:16]([O-:29])([CH2:21][CH2:20]1)[CH2:15]2. (2) Given the reactants [CH3:1][C:2]1[O:6][C:5](=[O:7])[N:4]([CH2:8][C:9]2[CH:14]=[CH:13][CH:12]=[CH:11][C:10]=2[NH:15][S:16]([C:19]([F:22])([F:21])[F:20])(=[O:18])=[O:17])[CH:3]=1.C(=O)(O)[O-].[Na+].Cl[C:29]([O:31][CH2:32][CH:33]([CH3:35])[CH3:34])=[O:30], predict the reaction product. The product is: [CH2:32]([O:31][C:29]([N:15]([C:10]1[CH:11]=[CH:12][CH:13]=[CH:14][C:9]=1[CH2:8][N:4]1[CH:3]=[C:2]([CH3:1])[O:6][C:5]1=[O:7])[S:16]([C:19]([F:20])([F:22])[F:21])(=[O:17])=[O:18])=[O:30])[CH:33]([CH3:35])[CH3:34]. (3) Given the reactants [Cl:1][C:2]1[C:9]([CH3:10])=[C:8]([NH:11][C@@H:12]([C:16]2[O:17][C:18]([C:21]3[CH:26]=[CH:25][C:24]([C:27]#[N:28])=[CH:23][CH:22]=3)=[N:19][N:20]=2)[C@@H:13]([OH:15])[CH3:14])[CH:7]=[CH:6][C:3]=1[C:4]#[N:5].N1C=CC=CC=1.[C:35](Cl)(=[O:39])[CH2:36][CH2:37][CH3:38], predict the reaction product. The product is: [C:35]([O:15][C@@H:13]([CH3:14])[C@@H:12]([NH:11][C:8]1[CH:7]=[CH:6][C:3]([C:4]#[N:5])=[C:2]([Cl:1])[C:9]=1[CH3:10])[C:16]1[O:17][C:18]([C:21]2[CH:22]=[CH:23][C:24]([C:27]#[N:28])=[CH:25][CH:26]=2)=[N:19][N:20]=1)(=[O:39])[CH2:36][CH2:37][CH3:38]. (4) Given the reactants [CH3:1][C:2]1[CH:20]=[CH:19][CH:18]=[C:17]([CH3:21])[C:3]=1[CH2:4][O:5][C:6]1[C:7]([O:15][CH3:16])=[C:8]([CH2:12][C:13]#[N:14])[CH:9]=[CH:10][CH:11]=1.[N-:22]=[N+:23]=[N-:24].[Na+].[Cl-].[NH4+].C(OCC)(=O)C, predict the reaction product. The product is: [CH3:1][C:2]1[CH:20]=[CH:19][CH:18]=[C:17]([CH3:21])[C:3]=1[CH2:4][O:5][C:6]1[C:7]([O:15][CH3:16])=[C:8]([CH:9]=[CH:10][CH:11]=1)[CH2:12][C:13]1[NH:24][N:23]=[N:22][N:14]=1. (5) Given the reactants [CH:1]([C:3]1[C:8]2[O:9][C:10](=[O:23])[C:11]3[CH2:12][N:13]([C:17]([O:19][CH2:20][CH:21]=[CH2:22])=[O:18])[CH2:14][CH2:15][C:16]=3[C:7]=2[CH:6]=[CH:5][C:4]=1[OH:24])=O.[CH2:25]([SH:29])[CH2:26][CH2:27][SH:28], predict the reaction product. The product is: [S:28]1[CH2:27][CH2:26][CH2:25][S:29][CH:1]1[C:3]1[C:8]2[O:9][C:10](=[O:23])[C:11]3[CH2:12][N:13]([C:17]([O:19][CH2:20][CH:21]=[CH2:22])=[O:18])[CH2:14][CH2:15][C:16]=3[C:7]=2[CH:6]=[CH:5][C:4]=1[OH:24]. (6) Given the reactants [F:1][C:2]1[CH:7]=[CH:6][CH:5]=[CH:4][C:3]=1[OH:8].Br[CH2:10][CH2:11][CH2:12][Cl:13], predict the reaction product. The product is: [Cl:13][CH2:12][CH2:11][CH2:10][O:8][C:3]1[CH:4]=[CH:5][CH:6]=[CH:7][C:2]=1[F:1].